This data is from Peptide-MHC class I binding affinity with 185,985 pairs from IEDB/IMGT. The task is: Regression. Given a peptide amino acid sequence and an MHC pseudo amino acid sequence, predict their binding affinity value. This is MHC class I binding data. (1) The peptide sequence is IISDMYDPR. The MHC is HLA-A68:01 with pseudo-sequence HLA-A68:01. The binding affinity (normalized) is 0.844. (2) The peptide sequence is FPQAAPHGVV. The MHC is Mamu-A2201 with pseudo-sequence Mamu-A2201. The binding affinity (normalized) is 0.281.